Dataset: Reaction yield outcomes from USPTO patents with 853,638 reactions. Task: Predict the reaction yield, written as a fraction of the theoretical maximum amount of product (1.0 means a 100% yield; for example, 0.34 means a 34% yield). (1) The reactants are [Cl:1][C:2]1[N:7]=[CH:6][C:5]([C:8]2[CH:9]=[CH:10][C:11]3[N:12]([C:14]([C:21]4[CH:26]=[CH:25]C=[C:23](F)[CH:22]=4)=[C:15]([NH:17][C:18](=[O:20])[CH3:19])[N:16]=3)[N:13]=2)=[CH:4][C:3]=1[NH:28][S:29]([CH3:32])(=[O:31])=[O:30].ClC1[N:39]=CC(C2C=CC3N(C(I)=C(NC(=O)C)N=3)N=2)=CC=1NS(C)(=O)=O.N1C=CC(B(O)O)=CC=1. The catalyst is C1C=CC(P(C2C=CC=CC=2)[C-]2C=CC=C2)=CC=1.C1C=CC(P(C2C=CC=CC=2)[C-]2C=CC=C2)=CC=1.Cl[Pd]Cl.[Fe+2]. The product is [Cl:1][C:2]1[N:7]=[CH:6][C:5]([C:8]2[CH:9]=[CH:10][C:11]3[N:12]([C:14]([C:21]4[CH:22]=[CH:23][N:39]=[CH:25][CH:26]=4)=[C:15]([NH:17][C:18](=[O:20])[CH3:19])[N:16]=3)[N:13]=2)=[CH:4][C:3]=1[NH:28][S:29]([CH3:32])(=[O:31])=[O:30]. The yield is 0.280. (2) The reactants are P(=O)([O-])O[C:3]([CH2:13][C:14](F)(F)F)(CC(F)(F)F)[C:4]([O:6][CH3:7])=[O:5].C1[O:37][CH2:36][CH2:35]OCCOCCOCCOCCOC1.[CH3:38][Si]([N-][Si](C)(C)C)(C)C.[K+].O1CCCCC1O[C:55]1[CH:56]=[C:57]([C:61]23[CH2:68][CH2:67][C:64](CCC=O)([CH2:65][CH2:66]2)[CH2:63][O:62]3)[CH:58]=[CH:59][CH:60]=1.[CH2:73]1[CH2:77]O[CH2:75][CH2:74]1. The catalyst is C1(C)C=CC=CC=1. The product is [O:37]([C:55]1[CH:56]=[C:57]([C:61]23[CH2:66][CH2:65][C:64]([CH2:38][CH2:14]/[CH:13]=[CH:3]\[C:4]([O:6][CH3:7])=[O:5])([CH2:67][CH2:68]2)[CH2:63][O:62]3)[CH:58]=[CH:59][CH:60]=1)[C:36]1[CH:35]=[CH:77][CH:73]=[CH:74][CH:75]=1. The yield is 0.930.